From a dataset of Reaction yield outcomes from USPTO patents with 853,638 reactions. Predict the reaction yield, written as a fraction of the theoretical maximum amount of product (1.0 means a 100% yield; for example, 0.34 means a 34% yield). (1) The reactants are C([O:4][C@H:5]([C:57]1[CH:62]=[CH:61][CH:60]=[CH:59][CH:58]=1)[C:6]([NH:8][C:9]1[CH:10]=[C:11]([C:27]2[CH:32]=[CH:31][CH:30]=[CH:29][C:28]=2[C:33]2[N:34]=[N:35][N:36]([C:38]([C:51]3[CH:56]=[CH:55][CH:54]=[CH:53][CH:52]=3)([C:45]3[CH:50]=[CH:49][CH:48]=[CH:47][CH:46]=3)[C:39]3[CH:44]=[CH:43][CH:42]=[CH:41][CH:40]=3)[N:37]=2)[CH:12]=[CH:13][C:14]=1[N:15]([CH2:20][C:21]1[CH:26]=[CH:25][CH:24]=[CH:23][CH:22]=1)[CH2:16][CH:17]([CH3:19])[CH3:18])=[O:7])(=O)C.C1COCC1.O.[OH-].[Li+].Cl. The catalyst is C(OCC)(=O)C.O. The product is [CH2:20]([N:15]([CH2:16][CH:17]([CH3:19])[CH3:18])[C:14]1[CH:13]=[CH:12][C:11]([C:27]2[CH:32]=[CH:31][CH:30]=[CH:29][C:28]=2[C:33]2[N:34]=[N:35][N:36]([C:38]([C:39]3[CH:40]=[CH:41][CH:42]=[CH:43][CH:44]=3)([C:51]3[CH:52]=[CH:53][CH:54]=[CH:55][CH:56]=3)[C:45]3[CH:50]=[CH:49][CH:48]=[CH:47][CH:46]=3)[N:37]=2)=[CH:10][C:9]=1[NH:8][C:6](=[O:7])[C@H:5]([OH:4])[C:57]1[CH:58]=[CH:59][CH:60]=[CH:61][CH:62]=1)[C:21]1[CH:22]=[CH:23][CH:24]=[CH:25][CH:26]=1. The yield is 0.880. (2) The reactants are N1([O:10][C:11]2[C:12]3[O:19][CH:18]=[C:17]([CH:20]4[CH2:25][CH2:24][N:23]([C:26]([O:28][C:29]([CH3:32])([CH3:31])[CH3:30])=[O:27])[CH2:22][CH2:21]4)[C:13]=3[N:14]=[CH:15][N:16]=2)C2C=CC=CC=2N=N1.[CH3:33][S:34]([C:37]1[CH:42]=[CH:41][C:40](O)=[CH:39][CH:38]=1)(=[O:36])=[O:35].C(=O)([O-])[O-].[K+].[K+]. The catalyst is O. The product is [CH3:33][S:34]([C:37]1[CH:42]=[CH:41][C:40]([O:10][C:11]2[C:12]3[O:19][CH:18]=[C:17]([CH:20]4[CH2:21][CH2:22][N:23]([C:26]([O:28][C:29]([CH3:30])([CH3:32])[CH3:31])=[O:27])[CH2:24][CH2:25]4)[C:13]=3[N:14]=[CH:15][N:16]=2)=[CH:39][CH:38]=1)(=[O:36])=[O:35]. The yield is 0.890. (3) The reactants are [C:1]1([CH:7]2[CH2:10][C:9](=O)[CH2:8]2)[CH:6]=[CH:5][CH:4]=[CH:3][CH:2]=1.CO.C(=O)([O-])[O-].[K+].[K+].Cl.[NH2:21][OH:22]. The catalyst is CCOC(C)=O.O. The product is [C:1]1([CH:7]2[CH2:10][C:9](=[N:21][OH:22])[CH2:8]2)[CH:6]=[CH:5][CH:4]=[CH:3][CH:2]=1. The yield is 0.790. (4) The reactants are [F:1][C:2]1[C:3]([N+:25]([O-])=O)=[CH:4][C:5]2[N:10]([CH:11]3[CH2:16][CH2:15][N:14]([C:17]([O:19][C:20]([CH3:23])([CH3:22])[CH3:21])=[O:18])[CH2:13][CH2:12]3)[CH2:9][CH2:8][S:7][C:6]=2[CH:24]=1.O.NN. The catalyst is O1CCCC1.CO.C(OCC)(=O)C.[Ni]. The product is [NH2:25][C:3]1[C:2]([F:1])=[CH:24][C:6]2[S:7][CH2:8][CH2:9][N:10]([CH:11]3[CH2:16][CH2:15][N:14]([C:17]([O:19][C:20]([CH3:22])([CH3:23])[CH3:21])=[O:18])[CH2:13][CH2:12]3)[C:5]=2[CH:4]=1. The yield is 0.980. (5) The reactants are Br[C:2]1[CH:3]=[C:4]([N+:19]([O-:21])=[O:20])[C:5]2[N:9]=[C:8]([CH3:10])[N:7]([CH2:11][C:12]3[CH:17]=[CH:16][CH:15]=[CH:14][CH:13]=3)[C:6]=2[CH:18]=1.[NH:22]1[CH2:27][CH2:26][O:25][CH2:24][CH2:23]1.C([O-])([O-])=O.[Cs+].[Cs+].CC(C1C=C(C(C)C)C(C2C=CC=CC=2P(C2CCCCC2)C2CCCCC2)=C(C(C)C)C=1)C. The catalyst is O1CCOCC1.C1C=CC(/C=C/C(/C=C/C2C=CC=CC=2)=O)=CC=1.C1C=CC(/C=C/C(/C=C/C2C=CC=CC=2)=O)=CC=1.[Pd]. The product is [CH3:10][C:8]1[N:7]([CH2:11][C:12]2[CH:17]=[CH:16][CH:15]=[CH:14][CH:13]=2)[C:6]2[CH:18]=[C:2]([N:22]3[CH2:27][CH2:26][O:25][CH2:24][CH2:23]3)[CH:3]=[C:4]([N+:19]([O-:21])=[O:20])[C:5]=2[N:9]=1. The yield is 0.600. (6) The reactants are [C:1]([O:5][C:6]([N:8]1[CH2:13][CH2:12][CH:11]([OH:14])[CH2:10][CH2:9]1)=[O:7])([CH3:4])([CH3:3])[CH3:2].CC(C)([O-])C.[K+].[Cl:21][C:22]1[CH:27]=[C:26](Cl)[N:25]=[CH:24][N:23]=1.C(=O)(O)[O-].[Na+]. The catalyst is C1COCC1. The product is [C:1]([O:5][C:6]([N:8]1[CH2:13][CH2:12][CH:11]([O:14][C:26]2[CH:27]=[C:22]([Cl:21])[N:23]=[CH:24][N:25]=2)[CH2:10][CH2:9]1)=[O:7])([CH3:4])([CH3:2])[CH3:3]. The yield is 0.510.